Dataset: Catalyst prediction with 721,799 reactions and 888 catalyst types from USPTO. Task: Predict which catalyst facilitates the given reaction. Reactant: [CH2:1]([O:8][C:9]1[C:17]([CH2:18][CH:19]([OH:22])[CH2:20][OH:21])=[C:16]([Cl:23])[CH:15]=[C:14]2[C:10]=1[CH2:11][CH2:12][CH2:13]2)[C:2]1[CH:7]=[CH:6][CH:5]=[CH:4][CH:3]=1.[C:24]1([CH3:34])[CH:29]=[CH:28][C:27]([S:30](Cl)(=[O:32])=[O:31])=[CH:26][CH:25]=1.CC1C=CC(S(OCC2OC3C4CCCC=4C(C)=CC=3C2)(=O)=O)=CC=1. Product: [CH3:34][C:24]1[CH:29]=[CH:28][C:27]([S:30]([O:21][CH2:20][CH:19]([OH:22])[CH2:18][C:17]2[C:9]([O:8][CH2:1][C:2]3[CH:3]=[CH:4][CH:5]=[CH:6][CH:7]=3)=[C:10]3[C:14](=[CH:15][C:16]=2[Cl:23])[CH2:13][CH2:12][CH2:11]3)(=[O:32])=[O:31])=[CH:26][CH:25]=1. The catalyst class is: 17.